This data is from Reaction yield outcomes from USPTO patents with 853,638 reactions. The task is: Predict the reaction yield, written as a fraction of the theoretical maximum amount of product (1.0 means a 100% yield; for example, 0.34 means a 34% yield). (1) The yield is 0.290. The reactants are C([O:5][C:6](=[O:56])[C:7]1[CH:12]=[CH:11][CH:10]=[C:9]([CH2:13][CH:14]([NH:28][C:29](=[O:53])[CH2:30][N:31]2[CH2:36][CH2:35][CH:34]([NH:37]C(OC(C)(C)C)=O)[CH:33]([NH:45]C(OC(C)(C)C)=O)[CH2:32]2)[B:15]2[O:23]C3C(C)(C4CC(C3)C4(C)C)[O:16]2)[C:8]=1OC)(C)(C)C.B(Cl)(Cl)Cl. The product is [NH2:45][CH:33]1[CH:34]([NH2:37])[CH2:35][CH2:36][N:31]([CH2:30][C:29]([NH:28][CH:14]2[CH2:13][C:9]3[CH:10]=[CH:11][CH:12]=[C:7]([C:6]([OH:5])=[O:56])[C:8]=3[O:23][B:15]2[OH:16])=[O:53])[CH2:32]1. No catalyst specified. (2) The reactants are [CH2:1]([N:8]1[CH:12]([CH3:13])[CH2:11][CH:10]([CH2:14][OH:15])[CH2:9]1)[C:2]1[CH:7]=[CH:6][CH:5]=[CH:4][CH:3]=1.C(N(CC)CC)C.[S:23](Cl)([C:26]1[CH:32]=[CH:31][C:29]([CH3:30])=[CH:28][CH:27]=1)(=[O:25])=[O:24].C(OCC)(=O)C.CCCCCC. The catalyst is ClCCl. The product is [CH3:30][C:29]1[CH:31]=[CH:32][C:26]([S:23]([O:15][CH2:14][CH:10]2[CH2:11][CH:12]([CH3:13])[N:8]([CH2:1][C:2]3[CH:7]=[CH:6][CH:5]=[CH:4][CH:3]=3)[CH2:9]2)(=[O:25])=[O:24])=[CH:27][CH:28]=1. The yield is 0.310. (3) The reactants are C1(P(C2C=CC=CC=2)C2C=CC=CC=2)C=CC=CC=1.N1C=CN=C1.[I:25]I.[F:27][C:28]1[CH:29]=[C:30]2[C:34](=[CH:35][CH:36]=1)[C:33]([C:41]1[C:49]3[C:44](=[C:45]([NH:50][S:51]([CH3:54])(=[O:53])=[O:52])[CH:46]=[CH:47][CH:48]=3)[NH:43][CH:42]=1)([CH2:37][CH2:38][CH2:39]O)[CH2:32][CH2:31]2. The catalyst is O1CCCC1.CCOCC. The product is [F:27][C:28]1[CH:29]=[C:30]2[C:34](=[CH:35][CH:36]=1)[C:33]([C:41]1[C:49]3[C:44](=[C:45]([NH:50][S:51]([CH3:54])(=[O:53])=[O:52])[CH:46]=[CH:47][CH:48]=3)[NH:43][CH:42]=1)([CH2:37][CH2:38][CH2:39][I:25])[CH2:32][CH2:31]2. The yield is 0.400. (4) The yield is 0.820. The product is [C:1]([NH:8][C:9]([NH:11][C:12]([O:14][CH2:15][C:16]1[CH:21]=[CH:20][CH:19]=[CH:18][CH:17]=1)=[O:13])=[N:10][S:29]([C:32]([F:35])([F:34])[F:33])(=[O:31])=[O:30])([O:3][C:4]([CH3:7])([CH3:6])[CH3:5])=[O:2]. The reactants are [C:1]([NH:8][C:9]([NH:11][C:12]([O:14][CH2:15][C:16]1[CH:21]=[CH:20][CH:19]=[CH:18][CH:17]=1)=[O:13])=[NH:10])([O:3][C:4]([CH3:7])([CH3:6])[CH3:5])=[O:2].C(N(CC)CC)C.[S:29](O[S:29]([C:32]([F:35])([F:34])[F:33])(=[O:31])=[O:30])([C:32]([F:35])([F:34])[F:33])(=[O:31])=[O:30]. The catalyst is ClCCl. (5) The reactants are [C:1](NCCCC(O)=O)([O:3][C:4]([CH3:7])([CH3:6])[CH3:5])=[O:2].[NH2:15][C:16]1[CH:17]=[C:18]([C:24]([C:28]2[CH:33]=[CH:32][C:31]([O:34][CH3:35])=[C:30]([O:36][CH2:37][CH3:38])[CH:29]=2)=[CH:25][C:26]#[N:27])[CH:19]=[CH:20][C:21]=1[O:22][CH3:23].[CH:39]1([N:45]=C=[N:45][CH:39]2CC[CH2:42][CH2:41][CH2:40]2)CC[CH2:42][CH2:41][CH2:40]1.[OH:54]N1C2C=CC=CC=2N=N1. The catalyst is CN(C=O)C.C(OCC)(=O)C. The product is [C:1]([N:15]([C:16]1[CH:17]=[C:18]([C:24]([C:28]2[CH:33]=[CH:32][C:31]([O:34][CH3:35])=[C:30]([O:36][CH2:37][CH3:38])[CH:29]=2)=[CH:25][C:26]#[N:27])[CH:19]=[CH:20][C:21]=1[O:22][CH3:23])[C:42](=[O:54])[CH2:41][CH2:40][CH2:39][NH2:45])([O:3][C:4]([CH3:5])([CH3:6])[CH3:7])=[O:2]. The yield is 0.890. (6) The reactants are C[O:2][C:3](=[O:36])[CH2:4][CH:5]([C:22]1[CH:27]=[CH:26][C:25]([O:28][CH:29]([F:31])[F:30])=[C:24]([O:32][CH:33]([F:35])[F:34])[CH:23]=1)[N:6]1[CH2:14][C:13]2[C:8](=[C:9]([NH:15][C:16]([CH:18]3[CH2:20][CH2:19]3)=[O:17])[CH:10]=[CH:11][CH:12]=2)[C:7]1=[O:21].[OH-].[Na+].Cl. The catalyst is O1CCCC1.O. The product is [F:35][CH:33]([F:34])[O:32][C:24]1[CH:23]=[C:22]([CH:5]([N:6]2[CH2:14][C:13]3[C:8](=[C:9]([NH:15][C:16]([CH:18]4[CH2:20][CH2:19]4)=[O:17])[CH:10]=[CH:11][CH:12]=3)[C:7]2=[O:21])[CH2:4][C:3]([OH:36])=[O:2])[CH:27]=[CH:26][C:25]=1[O:28][CH:29]([F:31])[F:30]. The yield is 0.700. (7) The reactants are [OH:1][C:2]1[NH:7][C:6](=[O:8])[N:5]([CH2:9][C:10]2[CH:15]=[CH:14][CH:13]=[CH:12][CH:11]=2)[C:4](=[O:16])[C:3]=1[C:17]([NH:19][CH2:20][C:21]([O:23]CC)=[O:22])=[O:18].[CH3:26][O:27][C:28]1[CH:29]=[C:30]([CH:33]=[CH:34][CH:35]=1)[CH2:31]Br.C(=O)([O-])[O-].[Na+].[Na+].Cl. The catalyst is CN(C)C=O. The product is [OH:1][C:2]1[N:7]([CH2:31][C:30]2[CH:33]=[CH:34][CH:35]=[C:28]([O:27][CH3:26])[CH:29]=2)[C:6](=[O:8])[N:5]([CH2:9][C:10]2[CH:15]=[CH:14][CH:13]=[CH:12][CH:11]=2)[C:4](=[O:16])[C:3]=1[C:17]([NH:19][CH2:20][C:21]([OH:23])=[O:22])=[O:18]. The yield is 0.110.